From a dataset of Peptide-MHC class II binding affinity with 134,281 pairs from IEDB. Regression. Given a peptide amino acid sequence and an MHC pseudo amino acid sequence, predict their binding affinity value. This is MHC class II binding data. (1) The peptide sequence is GSDPKKLVLDIKYTR. The MHC is HLA-DQA10401-DQB10402 with pseudo-sequence HLA-DQA10401-DQB10402. The binding affinity (normalized) is 0. (2) The peptide sequence is SEFAYGSFVRTVSLP. The MHC is DRB1_0401 with pseudo-sequence DRB1_0401. The binding affinity (normalized) is 0.456. (3) The peptide sequence is DEYVEQVAQYKALPV. The MHC is DRB1_1101 with pseudo-sequence DRB1_1101. The binding affinity (normalized) is 0.385. (4) The peptide sequence is EDQLLPFMSDMSSKN. The MHC is DRB1_0101 with pseudo-sequence DRB1_0101. The binding affinity (normalized) is 0.265. (5) The peptide sequence is KTLKFDALSGSQEVE. The MHC is DRB1_1501 with pseudo-sequence DRB1_1501. The binding affinity (normalized) is 0.118. (6) The peptide sequence is VRSGGHDYEGLSYRS. The MHC is DRB1_1201 with pseudo-sequence DRB1_1201. The binding affinity (normalized) is 0.238. (7) The peptide sequence is VLTRLEAWLTEHGCN. The MHC is HLA-DQA10601-DQB10402 with pseudo-sequence HLA-DQA10601-DQB10402. The binding affinity (normalized) is 0. (8) The peptide sequence is VVMTSLALVGAALHP. The MHC is DRB1_0401 with pseudo-sequence DRB1_0401. The binding affinity (normalized) is 0.242. (9) The peptide sequence is ARTISEAGQAMASTE. The MHC is DRB1_0401 with pseudo-sequence DRB1_0401. The binding affinity (normalized) is 0.358. (10) The peptide sequence is MYMWLGARYLEFEALHHHHHH. The MHC is DRB1_0301 with pseudo-sequence DRB1_0301. The binding affinity (normalized) is 0.339.